This data is from Peptide-MHC class I binding affinity with 185,985 pairs from IEDB/IMGT. The task is: Regression. Given a peptide amino acid sequence and an MHC pseudo amino acid sequence, predict their binding affinity value. This is MHC class I binding data. (1) The peptide sequence is AVYKTYGQY. The MHC is HLA-A31:01 with pseudo-sequence HLA-A31:01. The binding affinity (normalized) is 0.0847. (2) The peptide sequence is GNADNLKSV. The MHC is H-2-Kb with pseudo-sequence H-2-Kb. The binding affinity (normalized) is 0.0704. (3) The peptide sequence is GLNISGYNY. The MHC is HLA-A30:02 with pseudo-sequence HLA-A30:02. The binding affinity (normalized) is 0.578. (4) The peptide sequence is LTLAIYHPQQFVYAG. The MHC is HLA-A02:06 with pseudo-sequence HLA-A02:06. The binding affinity (normalized) is 0.170. (5) The peptide sequence is YAGTIKESL. The MHC is HLA-A02:01 with pseudo-sequence HLA-A02:01. The binding affinity (normalized) is 0.0796.